From a dataset of Forward reaction prediction with 1.9M reactions from USPTO patents (1976-2016). Predict the product of the given reaction. (1) Given the reactants [C:1]([O:5][CH:6]([C:12]1[C:21]([CH3:22])=[C:20]([CH:23]=O)[C:19]2[C:14](=[CH:15][CH:16]=[CH:17][CH:18]=2)[C:13]=1[C:25]1[CH:30]=[CH:29][C:28]([Cl:31])=[CH:27][CH:26]=1)[C:7]([O:9]CC)=[O:8])([CH3:4])([CH3:3])[CH3:2].[BH-](OC(C)=O)(OC(C)=O)OC(C)=O.[Na+].CC(O)=O.[CH3:50][NH:51][CH3:52].CO, predict the reaction product. The product is: [C:1]([O:5][CH:6]([C:12]1[C:21]([CH3:22])=[C:20]([CH2:23][N:51]([CH3:52])[CH3:50])[C:19]2[C:14](=[CH:15][CH:16]=[CH:17][CH:18]=2)[C:13]=1[C:25]1[CH:30]=[CH:29][C:28]([Cl:31])=[CH:27][CH:26]=1)[C:7]([OH:9])=[O:8])([CH3:4])([CH3:3])[CH3:2]. (2) Given the reactants [CH3:1][CH:2]([NH2:6])[CH:3]([CH3:5])[CH3:4].[F:7][C:8]1[C:16]([F:17])=[CH:15][C:14]([F:18])=[C:13]([F:19])[C:9]=1[C:10](Cl)=[O:11], predict the reaction product. The product is: [CH3:1][CH:2]([NH:6][C:10](=[O:11])[C:9]1[C:13]([F:19])=[C:14]([F:18])[CH:15]=[C:16]([F:17])[C:8]=1[F:7])[CH:3]([CH3:5])[CH3:4].